Dataset: Forward reaction prediction with 1.9M reactions from USPTO patents (1976-2016). Task: Predict the product of the given reaction. (1) Given the reactants [CH3:1][C:2]([O:4][C:5]([CH3:7])=[O:6])=O.[CH3:8][C@@:9]12[C@@H:25]([OH:26])[CH2:24][CH2:23][C@H:22]1[C@H:21]1[C@@H:12]([C:13]3[CH:14]=[CH:15]C(O)=C[C:18]=3[CH2:19][CH2:20]1)[CH2:11][CH2:10]2.C[OH:29].N1[CH:35]=[CH:34]C=CC=1, predict the reaction product. The product is: [C:5]([O:4][C:2]1[CH:15]=[CH:14][C:13]2[C@@H:12]3[C@H:21]([C@H:22]4[C@@:9]([CH2:10][CH2:11]3)([CH3:8])[C@@H:25]([O:26][C:34](=[O:29])[CH3:35])[CH2:24][CH2:23]4)[CH2:20][CH2:19][C:18]=2[CH:1]=1)(=[O:6])[CH3:7]. (2) The product is: [Cl:1][C:2]1[N:3]=[CH:4][C:5]2[CH:10]=[CH:9][N:8]([S:19]([C:14]3[CH:15]=[CH:16][CH:17]=[CH:18][C:13]=3[C:11]#[N:12])(=[O:21])=[O:20])[C:6]=2[N:7]=1. Given the reactants [Cl:1][C:2]1[N:3]=[CH:4][C:5]2[CH:10]=[CH:9][NH:8][C:6]=2[N:7]=1.[C:11]([C:13]1[CH:18]=[CH:17][CH:16]=[CH:15][C:14]=1[S:19](Cl)(=[O:21])=[O:20])#[N:12], predict the reaction product. (3) The product is: [ClH:13].[Cl:13][C:9]1[CH:8]=[C:7]([N:6]2[C:2]([CH3:1])=[C:3]([C:14]([NH:24][C:23]([NH2:25])=[NH:22])=[O:16])[CH:4]=[N:5]2)[CH:12]=[CH:11][CH:10]=1. Given the reactants [CH3:1][C:2]1[N:6]([C:7]2[CH:12]=[CH:11][CH:10]=[C:9]([Cl:13])[CH:8]=2)[N:5]=[CH:4][C:3]=1[C:14]([OH:16])=O.O=S(Cl)Cl.Cl.[NH2:22][C:23]([NH2:25])=[NH:24], predict the reaction product. (4) Given the reactants [CH3:1][C:2]1[C:11]2[C:6](=[CH:7][CH:8]=[CH:9][CH:10]=2)[CH:5]=[CH:4][N:3]=1.C1C(=O)N([Br:19])C(=O)C1, predict the reaction product. The product is: [Br:19][CH2:1][C:2]1[C:11]2[C:6](=[CH:7][CH:8]=[CH:9][CH:10]=2)[CH:5]=[CH:4][N:3]=1.